Dataset: Peptide-MHC class I binding affinity with 185,985 pairs from IEDB/IMGT. Task: Regression. Given a peptide amino acid sequence and an MHC pseudo amino acid sequence, predict their binding affinity value. This is MHC class I binding data. (1) The peptide sequence is VTGKIIHEW. The MHC is HLA-B58:01 with pseudo-sequence HLA-B58:01. The binding affinity (normalized) is 0.855. (2) The peptide sequence is ATDYIASGQR. The binding affinity (normalized) is 0.514. The MHC is HLA-A68:01 with pseudo-sequence HLA-A68:01.